From a dataset of Full USPTO retrosynthesis dataset with 1.9M reactions from patents (1976-2016). Predict the reactants needed to synthesize the given product. (1) The reactants are: [CH:1]1([C:7]2[C:8]3[CH:9]=[CH:10][C:11]([C:29]([O:31][CH3:32])=[O:30])=[CH:12][C:13]=3[N:14]3[C:20]=2[C:19]2[CH:21]=[CH:22][CH:23]=[CH:24][C:18]=2[NH:17][CH:16]([C:25]([O:27][CH3:28])=[O:26])[CH2:15]3)[CH2:6][CH2:5][CH2:4][CH2:3][CH2:2]1.C=O.O.[BH3-][C:37]#N.[Na+]. Given the product [CH:1]1([C:7]2[C:8]3[CH:9]=[CH:10][C:11]([C:29]([O:31][CH3:32])=[O:30])=[CH:12][C:13]=3[N:14]3[C:20]=2[C:19]2[CH:21]=[CH:22][CH:23]=[CH:24][C:18]=2[N:17]([CH3:37])[CH:16]([C:25]([O:27][CH3:28])=[O:26])[CH2:15]3)[CH2:2][CH2:3][CH2:4][CH2:5][CH2:6]1, predict the reactants needed to synthesize it. (2) Given the product [N:21]1([CH2:27][CH2:28][NH:29][C:3]([C:5]2[N:6]([CH3:20])[C:7]([C:10]3[S:18][C:17]4[C:12](=[N:13][CH:14]=[CH:15][C:16]=4[Cl:19])[CH:11]=3)=[CH:8][N:9]=2)=[O:4])[CH2:26][CH2:25][CH2:24][CH2:23][CH2:22]1, predict the reactants needed to synthesize it. The reactants are: CO[C:3]([C:5]1[N:6]([CH3:20])[C:7]([C:10]2[S:18][C:17]3[C:12](=[N:13][CH:14]=[CH:15][C:16]=3[Cl:19])[CH:11]=2)=[CH:8][N:9]=1)=[O:4].[N:21]1([CH2:27][CH2:28][NH2:29])[CH2:26][CH2:25][CH2:24][CH2:23][CH2:22]1. (3) Given the product [Br:24][C:22]1[CH:21]=[CH:20][C:18]2[N:19]=[C:15]([C:12]3[CH:13]=[CH:14][C:9]([O:8][CH2:1][CH2:2][CH2:3][CH2:4][CH2:5][CH2:6][CH3:7])=[CH:10][CH:11]=3)[S:16][C:17]=2[CH:23]=1, predict the reactants needed to synthesize it. The reactants are: [CH2:1]([O:8][C:9]1[CH:14]=[CH:13][C:12]([C:15]2[S:16][C:17]3[CH:23]=[CH:22][CH:21]=[CH:20][C:18]=3[N:19]=2)=[CH:11][CH:10]=1)[CH2:2][CH2:3][CH2:4][CH2:5][CH2:6][CH3:7].[Br:24]Br. (4) Given the product [CH3:41][N:42]([CH3:47])[CH:43]([CH3:46])[CH2:44][N:9]1[C:8]2[CH:7]=[C:6]([CH:18]=[O:19])[C:5]3[C:4](=[O:20])[N:3]([C:21]([C:34]4[CH:39]=[CH:38][CH:37]=[CH:36][CH:35]=4)([C:22]4[CH:27]=[CH:26][CH:25]=[CH:24][CH:23]=4)[C:28]4[CH:29]=[CH:30][CH:31]=[CH:32][CH:33]=4)[C:2](=[O:1])[C:17]=3[C:16]=2[C:15]2[CH:14]=[CH:13][CH:12]=[CH:11][C:10]1=2.[CH3:41][N:42]([CH3:43])[CH2:48][CH:49]([N:9]1[C:8]2[CH:7]=[C:6]([CH:18]=[O:19])[C:5]3[C:4](=[O:20])[N:3]([C:21]([C:34]4[CH:39]=[CH:38][CH:37]=[CH:36][CH:35]=4)([C:22]4[CH:27]=[CH:26][CH:25]=[CH:24][CH:23]=4)[C:28]4[CH:29]=[CH:30][CH:31]=[CH:32][CH:33]=4)[C:2](=[O:1])[C:17]=3[C:16]=2[C:15]2[CH:14]=[CH:13][CH:12]=[CH:11][C:10]1=2)[CH3:52], predict the reactants needed to synthesize it. The reactants are: [O:1]=[C:2]1[C:17]2[C:16]3[C:15]4[CH:14]=[CH:13][CH:12]=[CH:11][C:10]=4[NH:9][C:8]=3[CH:7]=[C:6]([CH:18]=[O:19])[C:5]=2[C:4](=[O:20])[N:3]1[C:21]([C:34]1[CH:39]=[CH:38][CH:37]=[CH:36][CH:35]=1)([C:28]1[CH:33]=[CH:32][CH:31]=[CH:30][CH:29]=1)[C:22]1[CH:27]=[CH:26][CH:25]=[CH:24][CH:23]=1.Cl.[CH3:41][N:42]([CH3:47])[CH:43]([CH3:46])[CH2:44]Cl.[CH3:48][C:49]([CH3:52])([O-])C.[K+]. (5) Given the product [NH2:24][C:23]1[CH:25]=[CH:26][C:20]([C:2]2[CH:10]=[CH:9][CH:8]=[C:7]3[C:3]=2[CH2:4][NH:5][C:6]3=[O:11])=[CH:21][CH:22]=1, predict the reactants needed to synthesize it. The reactants are: Br[C:2]1[CH:10]=[CH:9][CH:8]=[C:7]2[C:3]=1[CH2:4][NH:5][C:6]2=[O:11].CC1(C)C(C)(C)OB([C:20]2[CH:26]=[CH:25][C:23]([NH2:24])=[CH:22][CH:21]=2)O1.C([O-])([O-])=O.[Na+].[Na+].